Dataset: Full USPTO retrosynthesis dataset with 1.9M reactions from patents (1976-2016). Task: Predict the reactants needed to synthesize the given product. (1) Given the product [CH3:1][O:2][C:3]1[C:12]2[C:7](=[CH:8][CH:9]=[CH:10][CH:11]=2)[C:6]([O:13][CH3:14])=[CH:5][C:4]=1/[CH:15]=[C:16](\[CH3:22])/[C:17]([OH:19])=[O:18], predict the reactants needed to synthesize it. The reactants are: [CH3:1][O:2][C:3]1[C:12]2[C:7](=[CH:8][CH:9]=[CH:10][CH:11]=2)[C:6]([O:13][CH3:14])=[CH:5][C:4]=1/[CH:15]=[C:16](\[CH3:22])/[C:17]([O:19]CC)=[O:18].[OH-].[K+]. (2) Given the product [NH2:59][C@H:14]([CH2:13][CH:12]([S:67][S:68][CH:69]([CH3:71])[CH3:70])[CH2:11][N:8]=[N+:9]=[N-:10])[C:15]([O:17][C@H:18]1[C@@H:22]([OH:23])[C@H:21]([N:24]2[CH:32]=[N:31][C:30]3[C:25]2=[N:26][CH:27]=[N:28][C:29]=3[NH2:33])[O:20][C@H:19]1[CH2:34][O:35][P:36]([O:39][C@H:40]1[CH2:44][C@H:43]([N:45]2[CH:50]=[CH:49][C:48]([NH2:51])=[N:47][C:46]2=[O:52])[O:42][C@@H:41]1[CH2:53][O:54][P:55]([OH:58])([OH:57])=[O:56])([OH:38])=[O:37])=[O:16], predict the reactants needed to synthesize it. The reactants are: FC(F)(F)C(O)=O.[N:8]([CH2:11][CH:12]([S:67][S:68][CH:69]([CH3:71])[CH3:70])[CH2:13][C@@H:14]([NH:59]C(OC(C)(C)C)=O)[C:15]([O:17][C@H:18]1[C@@H:22]([OH:23])[C@H:21]([N:24]2[CH:32]=[N:31][C:30]3[C:25]2=[N:26][CH:27]=[N:28][C:29]=3[NH2:33])[O:20][C@H:19]1[CH2:34][O:35][P:36]([O:39][C@H:40]1[CH2:44][C@H:43]([N:45]2[CH:50]=[CH:49][C:48]([NH2:51])=[N:47][C:46]2=[O:52])[O:42][C@@H:41]1[CH2:53][O:54][P:55]([OH:58])([OH:57])=[O:56])([OH:38])=[O:37])=[O:16])=[N+:9]=[N-:10].